Dataset: Forward reaction prediction with 1.9M reactions from USPTO patents (1976-2016). Task: Predict the product of the given reaction. (1) Given the reactants [F:1][C:2]([F:7])([F:6])[C:3]([OH:5])=[O:4].[I:8][C:9]1[S:10][C:11]2[CH:17]=[CH:16][CH:15]=[C:14]([O:18][C:19]3[CH:24]=[C:23]([C:25]4[CH:30]=[CH:29][C:28]([C:31]([F:34])([F:33])[F:32])=[CH:27][CH:26]=4)[N:22]=[CH:21][N:20]=3)[C:12]=2[N:13]=1.FC(F)(F)C(O)=O.[F:42][C:43]([F:67])([F:66])[C:44]1[CH:49]=[CH:48][C:47]([C:50]2[N:55]=[CH:54][N:53]=[C:52]([O:56][C:57]3[C:62]4[N:63]=[CH:64][S:65][C:61]=4[CH:60]=[CH:59][CH:58]=3)[CH:51]=2)=[CH:46][CH:45]=1.FC(F)(F)C1C=CC(C2N=CN=C(OC3C4N=C(N)SC=4C=CC=3)C=2)=CC=1.N(OCCC(C)C)=O.[I-].[Cs+].II, predict the reaction product. The product is: [C:3]([OH:5])([C:2]([F:7])([F:6])[F:1])=[O:4].[I:8][C:9]1[S:10][C:11]2[CH:17]=[CH:16][CH:15]=[C:14]([O:18][C:19]3[CH:24]=[C:23]([C:25]4[CH:26]=[CH:27][C:28]([C:31]([F:34])([F:32])[F:33])=[CH:29][CH:30]=4)[N:22]=[CH:21][N:20]=3)[C:12]=2[N:13]=1.[F:66][C:43]([F:42])([F:67])[C:44]1[CH:49]=[CH:48][C:47]([C:50]2[N:55]=[CH:54][N:53]=[C:52]([O:56][C:57]3[C:62]4[N:63]=[CH:64][S:65][C:61]=4[CH:60]=[CH:59][CH:58]=3)[CH:51]=2)=[CH:46][CH:45]=1. (2) The product is: [CH2:7]([O:6][C:5]([NH:4][CH2:3][CH2:2][O:1][N:34]1[C:41](=[O:43])[C:33]2=[CH:32][CH:31]=[CH:30][CH:29]=[C:28]2[C:46]1=[O:48])=[O:14])[C:8]1[CH:9]=[CH:10][CH:11]=[CH:12][CH:13]=1. Given the reactants [OH:1][CH2:2][CH2:3][NH:4][C:5](=[O:14])[O:6][CH2:7][C:8]1[CH:13]=[CH:12][CH:11]=[CH:10][CH:9]=1.[C:28]1(P([C:28]2[CH:33]=[CH:32][CH:31]=[CH:30][CH:29]=2)[C:28]2[CH:33]=[CH:32][CH:31]=[CH:30][CH:29]=2)[CH:33]=[CH:32][CH:31]=[CH:30][CH:29]=1.[N:34]([C:41]([O:43]CC)=O)=NC(OCC)=O.[C:46](OCC)(=[O:48])C, predict the reaction product. (3) Given the reactants [F:1][C:2]1[CH:19]=[CH:18][C:17]([C:20]2[CH:25]=[CH:24][CH:23]=[C:22]([F:26])[CH:21]=2)=[CH:16][C:3]=1[C:4]([NH:6][C:7]1[C:12]([F:13])=[CH:11][CH:10]=[C:9]([OH:14])[C:8]=1[CH3:15])=O, predict the reaction product. The product is: [F:13][C:12]1[CH:11]=[CH:10][C:9]([OH:14])=[C:8]([CH3:15])[C:7]=1[NH:6][CH2:4][C:3]1[CH:16]=[C:17]([C:20]2[CH:25]=[CH:24][CH:23]=[C:22]([F:26])[CH:21]=2)[CH:18]=[CH:19][C:2]=1[F:1]. (4) Given the reactants [CH3:1][N:2]([CH3:21])[CH2:3][C:4]([N:6]1[CH2:15][CH2:14][C:13]2[C:8](=[CH:9][C:10]([N+:18]([O-])=O)=[C:11]([O:16][CH3:17])[CH:12]=2)[CH2:7]1)=[O:5].O.NN, predict the reaction product. The product is: [CH3:21][N:2]([CH2:3][C:4]([N:6]1[CH2:15][CH2:14][C:13]2[C:8](=[CH:9][C:10]([NH2:18])=[C:11]([O:16][CH3:17])[CH:12]=2)[CH2:7]1)=[O:5])[CH3:1].